This data is from Peptide-MHC class II binding affinity with 134,281 pairs from IEDB. The task is: Regression. Given a peptide amino acid sequence and an MHC pseudo amino acid sequence, predict their binding affinity value. This is MHC class II binding data. (1) The peptide sequence is TCAKSMSLFEVDQTKKK. The MHC is HLA-DQA10501-DQB10402 with pseudo-sequence HLA-DQA10501-DQB10402. The binding affinity (normalized) is 0.313. (2) The peptide sequence is YDKFLANVSTVLTGL. The MHC is DRB1_0101 with pseudo-sequence DRB1_0101. The binding affinity (normalized) is 0.993.